Dataset: Forward reaction prediction with 1.9M reactions from USPTO patents (1976-2016). Task: Predict the product of the given reaction. Given the reactants [Sn](Cl)Cl.[CH2:4]([O:7][C:8]([NH:10][CH:11]([C:18]1[CH:23]=[CH:22][CH:21]=[C:20]([N+:24]([O-])=O)[CH:19]=1)[CH2:12][C:13]([O:15][CH2:16][CH3:17])=[O:14])=[O:9])[CH:5]=[CH2:6].[OH-].[Na+], predict the reaction product. The product is: [CH2:4]([O:7][C:8]([NH:10][CH:11]([C:18]1[CH:23]=[CH:22][CH:21]=[C:20]([NH2:24])[CH:19]=1)[CH2:12][C:13]([O:15][CH2:16][CH3:17])=[O:14])=[O:9])[CH:5]=[CH2:6].